From a dataset of Catalyst prediction with 721,799 reactions and 888 catalyst types from USPTO. Predict which catalyst facilitates the given reaction. (1) Reactant: Br[C:2]1[CH:3]=[C:4]2[C:9](=[CH:10][CH:11]=1)[C:8](=[O:12])[NH:7][N:6]=[C:5]2[Cl:13].[F:14][C:15]1[CH:22]=[CH:21][C:20]([F:23])=[CH:19][C:16]=1[CH2:17][NH2:18].C1C=CC(P(C2C(C3C(P(C4C=CC=CC=4)C4C=CC=CC=4)=CC=C4C=3C=CC=C4)=C3C(C=CC=C3)=CC=2)C2C=CC=CC=2)=CC=1.CC([O-])(C)C.[Na+]. Product: [Cl:13][C:5]1[C:4]2[C:9](=[CH:10][CH:11]=[C:2]([NH:18][CH2:17][C:16]3[CH:19]=[C:20]([F:23])[CH:21]=[CH:22][C:15]=3[F:14])[CH:3]=2)[C:8](=[O:12])[NH:7][N:6]=1. The catalyst class is: 686. (2) Reactant: Br[C:2]1[CH:9]=[CH:8][C:7]([O:10][CH2:11][CH3:12])=[CH:6][C:3]=1[C:4]#[N:5].[CH:13]1([B-](F)(F)F)[CH2:15][CH2:14]1.[K+].C1(P(C2CCCCC2)C2C=CC=CC=2C2C(OC(C)C)=CC=CC=2OC(C)C)CCCCC1.P([O-])([O-])([O-])=O.[K+].[K+].[K+]. Product: [CH:13]1([C:2]2[CH:9]=[CH:8][C:7]([O:10][CH2:11][CH3:12])=[CH:6][C:3]=2[C:4]#[N:5])[CH2:15][CH2:14]1. The catalyst class is: 706.